From a dataset of Forward reaction prediction with 1.9M reactions from USPTO patents (1976-2016). Predict the product of the given reaction. Given the reactants C([N:8]1[CH2:13][CH2:12][N:11]2[CH:14]=[N:15][C:16]([C:17]([O:19][CH3:20])=[O:18])=[C:10]2[CH2:9]1)C1C=CC=CC=1, predict the reaction product. The product is: [C:16]1([C:17]([O:19][CH3:20])=[O:18])[N:15]=[CH:14][N:11]2[CH2:12][CH2:13][NH:8][CH2:9][C:10]=12.